Dataset: Catalyst prediction with 721,799 reactions and 888 catalyst types from USPTO. Task: Predict which catalyst facilitates the given reaction. (1) Reactant: [NH:1]1[CH2:6][CH2:5][CH:4]([C:7]2[CH:8]=[C:9]([CH:19]=[CH:20][CH:21]=2)[CH2:10][NH:11][C:12](=[O:18])[O:13][C:14]([CH3:17])([CH3:16])[CH3:15])[CH2:3][CH2:2]1.[OH:22][C:23]1[CH:24]=[C:25](/[CH:33]=[CH:34]/[C:35](O)=[O:36])[CH:26]=[CH:27][C:28]=1[C:29]([OH:32])([CH3:31])[CH3:30].C1C=CC2N(O)N=NC=2C=1.CCN(C(C)C)C(C)C. Product: [OH:22][C:23]1[CH:24]=[C:25](/[CH:33]=[CH:34]/[C:35]([N:1]2[CH2:6][CH2:5][CH:4]([C:7]3[CH:8]=[C:9]([CH:19]=[CH:20][CH:21]=3)[CH2:10][NH:11][C:12](=[O:18])[O:13][C:14]([CH3:17])([CH3:15])[CH3:16])[CH2:3][CH2:2]2)=[O:36])[CH:26]=[CH:27][C:28]=1[C:29]([OH:32])([CH3:31])[CH3:30]. The catalyst class is: 3. (2) Reactant: [H-].[Na+].[Br:3][C:4]1[CH:9]=[CH:8][CH:7]=[CH:6][C:5]=1[OH:10].[CH2:11](Br)[CH:12]=[CH2:13]. Product: [CH2:13]([O:10][C:5]1[CH:6]=[CH:7][CH:8]=[CH:9][C:4]=1[Br:3])[CH:12]=[CH2:11]. The catalyst class is: 3. (3) Reactant: [S:1]1[C:9]2[CH2:8][CH2:7][N:6]([C:10]([O:12][C:13]([CH3:16])([CH3:15])[CH3:14])=[O:11])[CH2:5][C:4]=2[CH:3]=[C:2]1[C:17]([O:19]C)=[O:18].[OH-].[Na+]. Product: [C:13]([O:12][C:10]([N:6]1[CH2:7][CH2:8][C:9]2[S:1][C:2]([C:17]([OH:19])=[O:18])=[CH:3][C:4]=2[CH2:5]1)=[O:11])([CH3:16])([CH3:14])[CH3:15]. The catalyst class is: 8. (4) Reactant: Br[C:2]1[C:3]([CH3:8])=[N:4][CH:5]=[CH:6][CH:7]=1.[C@@H:9]12[CH2:15][C@@H:12]([CH2:13][NH:14]1)[N:11]([C:16]([O:18][C:19]([CH3:22])([CH3:21])[CH3:20])=[O:17])[CH2:10]2.CC(C)([O-])C.[Na+].C1C=CC(P(C2C(C3C(P(C4C=CC=CC=4)C4C=CC=CC=4)=CC=C4C=3C=CC=C4)=C3C(C=CC=C3)=CC=2)C2C=CC=CC=2)=CC=1. Product: [CH3:8][C:3]1[C:2]([N:14]2[CH2:13][C@@H:12]3[CH2:15][C@H:9]2[CH2:10][N:11]3[C:16]([O:18][C:19]([CH3:22])([CH3:21])[CH3:20])=[O:17])=[CH:7][CH:6]=[CH:5][N:4]=1. The catalyst class is: 443. (5) The catalyst class is: 32. Product: [CH2:1]([N:8]1[C:14]([CH3:18])([CH3:17])[CH2:15][O:16][CH:10]([CH3:11])[C:9]1=[O:13])[C:2]1[CH:7]=[CH:6][CH:5]=[CH:4][CH:3]=1. Reactant: [CH2:1]([N:8]([C:14]([CH3:18])([CH3:17])[CH2:15][OH:16])[C:9](=[O:13])[CH:10](Cl)[CH3:11])[C:2]1[CH:7]=[CH:6][CH:5]=[CH:4][CH:3]=1.CC(C)([O-])C.[K+]. (6) Reactant: [CH2:1]([N:4]([CH2:22][CH2:23][CH3:24])[C:5]([C:7]1[CH:8]=[C:9]([CH:13]=[C:14]([C:16]2[N:20]=[C:19]([CH3:21])[O:18][N:17]=2)[CH:15]=1)[C:10]([OH:12])=O)=[O:6])[CH2:2][CH3:3].CN(C(ON1N=NC2C=CC=NC1=2)=[N+](C)C)C.F[P-](F)(F)(F)(F)F.C1C=CC2N(O)N=NC=2C=1.C(N(C(C)C)CC)(C)C.[ClH:68].Cl.[NH2:70][C@@H:71]([CH2:85][C:86]1[CH:91]=[C:90]([F:92])[CH:89]=[C:88]([F:93])[CH:87]=1)[C@H:72]([OH:84])[CH2:73][NH:74][CH2:75][C:76]1[CH:81]=[CH:80][CH:79]=[C:78]([CH2:82][CH3:83])[CH:77]=1. Product: [ClH:68].[F:92][C:90]1[CH:91]=[C:86]([CH:87]=[C:88]([F:93])[CH:89]=1)[CH2:85][C@H:71]([NH:70][C:10](=[O:12])[C:9]1[CH:13]=[C:14]([C:16]2[N:20]=[C:19]([CH3:21])[O:18][N:17]=2)[CH:15]=[C:7]([C:5]([N:4]([CH2:1][CH2:2][CH3:3])[CH2:22][CH2:23][CH3:24])=[O:6])[CH:8]=1)[C@H:72]([OH:84])[CH2:73][NH:74][CH2:75][C:76]1[CH:81]=[CH:80][CH:79]=[C:78]([CH2:82][CH3:83])[CH:77]=1. The catalyst class is: 2.